From a dataset of TCR-epitope binding with 47,182 pairs between 192 epitopes and 23,139 TCRs. Binary Classification. Given a T-cell receptor sequence (or CDR3 region) and an epitope sequence, predict whether binding occurs between them. (1) The epitope is ELAGIGILTV. The TCR CDR3 sequence is CASSLSGTAYEQYF. Result: 1 (the TCR binds to the epitope). (2) The epitope is AIMTRCLAV. The TCR CDR3 sequence is CASSPIFSSYNEQFF. Result: 0 (the TCR does not bind to the epitope).